This data is from Reaction yield outcomes from USPTO patents with 853,638 reactions. The task is: Predict the reaction yield, written as a fraction of the theoretical maximum amount of product (1.0 means a 100% yield; for example, 0.34 means a 34% yield). The yield is 0.880. The catalyst is O. The reactants are [CH3:1][O:2][C:3]1[CH:8]=[C:7]([N:9]2[CH2:14][CH2:13][C:12]3[CH:15]=[C:16]([C:18]4[CH:23]=[CH:22][C:21]([O:24][CH3:25])=[CH:20][CH:19]=4)[S:17][C:11]=3[C:10]2=[O:26])[CH:6]=[CH:5][C:4]=1[O:27]S(C1C(C)=CC=CC=1)(=O)=O.[OH-].[K+].CCO.Cl. The product is [OH:27][C:4]1[CH:5]=[CH:6][C:7]([N:9]2[CH2:14][CH2:13][C:12]3[CH:15]=[C:16]([C:18]4[CH:23]=[CH:22][C:21]([O:24][CH3:25])=[CH:20][CH:19]=4)[S:17][C:11]=3[C:10]2=[O:26])=[CH:8][C:3]=1[O:2][CH3:1].